This data is from Full USPTO retrosynthesis dataset with 1.9M reactions from patents (1976-2016). The task is: Predict the reactants needed to synthesize the given product. (1) Given the product [NH2:22][C:21]1[C:15]2[C:16](=[CH:17][CH:18]=[CH:19][C:14]=2[O:13][CH2:12][C:6]2([CH2:5][OH:4])[CH2:7][CH2:8][CH2:9][CH2:10][CH2:11]2)[N:20]=[C:24]([CH3:31])[C:25]=1[C:26]([O:28][CH2:29][CH3:30])=[O:27], predict the reactants needed to synthesize it. The reactants are: C([O:4][CH2:5][C:6]1([CH2:12][O:13][C:14]2[CH:19]=[CH:18][CH:17]=[C:16]([NH2:20])[C:15]=2[C:21]#[N:22])[CH2:11][CH2:10][CH2:9][CH2:8][CH2:7]1)(=O)C.O=[C:24]([CH3:31])[CH2:25][C:26]([O:28][CH2:29][CH3:30])=[O:27]. (2) Given the product [Cl:1][C:2]1[CH:10]=[C:9]2[C:5]([CH2:6][CH2:7][NH:8][CH:11]2[CH3:12])=[CH:4][CH:3]=1, predict the reactants needed to synthesize it. The reactants are: [Cl:1][C:2]1[CH:10]=[CH:9][C:5]([CH2:6][CH2:7][NH2:8])=[CH:4][CH:3]=1.[C:11](Cl)(=O)[CH3:12].